From a dataset of Reaction yield outcomes from USPTO patents with 853,638 reactions. Predict the reaction yield, written as a fraction of the theoretical maximum amount of product (1.0 means a 100% yield; for example, 0.34 means a 34% yield). (1) The reactants are Cl.Cl.[NH2:3][C:4]1[NH:5][C:6]2[NH:7][CH2:8][CH:9]([CH:15]([OH:19])[CH:16]([OH:18])[CH3:17])[NH:10][C:11]=2[C:12](=[O:14])[N:13]=1.C(O[C:24](=[O:26])[CH3:25])(=O)C. The catalyst is C(O)(=O)C. The product is [C:12]([O:18][CH:16]([CH3:17])[CH:15]([O:19][C:24](=[O:26])[CH3:25])[CH:9]1[CH2:8][NH:7][C:6]2[N:5]=[C:4]([NH2:3])[NH:13][C:12](=[O:14])[C:11]=2[N:10]1[C:16](=[O:18])[CH3:15])(=[O:14])[CH3:11]. The yield is 0.820. (2) The reactants are [C:1]([C:3]1[N:8]=[C:7]([CH2:9][C:10]([OH:12])=[S:11])[CH:6]=[CH:5][CH:4]=1)#[N:2].S(=O)(=O)(O)O.ClCCl.[CH2:21]=[C:22]([CH3:24])[CH3:23]. The catalyst is O. The product is [C:1]([C:3]1[N:8]=[C:7]([CH2:9][C:10]([O:12][C:22]([CH3:24])([CH3:23])[CH3:21])=[S:11])[CH:6]=[CH:5][CH:4]=1)#[N:2]. The yield is 0.980. (3) The reactants are Br[C:2]1[CH:3]=[C:4]([O:10][CH:11]([F:13])[F:12])[C:5](=[O:9])[N:6]([CH3:8])[CH:7]=1.[F:14][C:15]1[CH:42]=[C:41]([F:43])[CH:40]=[CH:39][C:16]=1[O:17][C:18]1[CH:23]=[CH:22][C:21]([CH2:24][S:25]([CH2:28][CH3:29])(=[O:27])=[O:26])=[CH:20][C:19]=1B1OC(C)(C)C(C)(C)O1.[O-]P([O-])([O-])=O.[K+].[K+].[K+]. The catalyst is O1CCOCC1.O.C1C=CC(P(C2C=CC=CC=2)[C-]2C=CC=C2)=CC=1.C1C=CC(P(C2C=CC=CC=2)[C-]2C=CC=C2)=CC=1.Cl[Pd]Cl.[Fe+2]. The product is [F:12][CH:11]([F:13])[O:10][C:4]1[C:5](=[O:9])[N:6]([CH3:8])[CH:7]=[C:2]([C:19]2[CH:20]=[C:21]([CH2:24][S:25]([CH2:28][CH3:29])(=[O:27])=[O:26])[CH:22]=[CH:23][C:18]=2[O:17][C:16]2[CH:39]=[CH:40][C:41]([F:43])=[CH:42][C:15]=2[F:14])[CH:3]=1. The yield is 0.220. (4) The reactants are [Br:1][C:2]1[CH:3]=[C:4]2[CH:10]=[CH:9][NH:8][C:5]2=[N:6][CH:7]=1.Cl[CH2:12][O:13][CH2:14][CH2:15][Si:16]([CH3:19])([CH3:18])[CH3:17].[OH-].[Na+]. The catalyst is [Cl-].C([N+](CC)(CC)CC)C1C=CC=CC=1.C(Cl)Cl. The product is [Br:1][C:2]1[CH:3]=[C:4]2[CH:10]=[CH:9][N:8]([CH2:12][O:13][CH2:14][CH2:15][Si:16]([CH3:19])([CH3:18])[CH3:17])[C:5]2=[N:6][CH:7]=1. The yield is 0.642. (5) The reactants are [CH2:1]([N:8]1[CH2:13][CH2:12][C:11]2([CH3:17])[CH2:14][CH2:15][NH:16][CH:10]2[C:9]1=[O:18])[C:2]1[CH:7]=[CH:6][CH:5]=[CH:4][CH:3]=1.C(N1[C@@H]2C(=O)N(CC3C=CC=CC=3)CC[C@]2(C)CC1)C1C=CC=CC=1.C1CCCCC=1. The catalyst is C(O)C.C(OCC)(=O)C.[Pd]. The product is [CH2:1]([N:8]1[CH2:13][CH2:12][C@:11]2([CH3:17])[CH2:14][CH2:15][NH:16][C@@H:10]2[C:9]1=[O:18])[C:2]1[CH:3]=[CH:4][CH:5]=[CH:6][CH:7]=1. The yield is 0.950. (6) The reactants are BrC1C(N2CCN(C(NC3C=CC=CC=3)=O)CC2)=C2N=C(C3C=CC(N(C)C)=CC=3)NC2=NC=1.[Br:35][C:36]1[C:37]([N:46]2[CH2:51][CH2:50][N:49]([CH2:52][C:53]3[CH:54]=[N:55][CH:56]=[CH:57][CH:58]=3)[CH2:48][CH2:47]2)=[C:38]([N+:43]([O-])=O)[C:39]([NH2:42])=[N:40][CH:41]=1.[O-]S(S([O-])=O)=O.[Na+].[Na+].[CH:67]([C:69]1[CH:88]=[CH:87][C:72]([CH2:73][N:74]2[CH2:79][CH2:78][N:77]([C:80]([O:82][C:83]([CH3:86])([CH3:85])[CH3:84])=[O:81])[CH2:76][CH2:75]2)=[CH:71][CH:70]=1)=O. The catalyst is C(O)C.CN(C=O)C. The product is [Br:35][C:36]1[C:37]([N:46]2[CH2:51][CH2:50][N:49]([CH2:52][C:53]3[CH:54]=[N:55][CH:56]=[CH:57][CH:58]=3)[CH2:48][CH2:47]2)=[C:38]2[N:43]=[C:67]([C:69]3[CH:70]=[CH:71][C:72]([CH2:73][N:74]4[CH2:75][CH2:76][N:77]([C:80]([O:82][C:83]([CH3:84])([CH3:86])[CH3:85])=[O:81])[CH2:78][CH2:79]4)=[CH:87][CH:88]=3)[NH:42][C:39]2=[N:40][CH:41]=1. The yield is 0.270. (7) The reactants are C([O:5][C:6](=[O:55])[C:7]([O:10]/[N:11]=[C:12](/[C:42]1[N:43]=[C:44]([NH:47]C(OC(C)(C)C)=O)[S:45][CH:46]=1)\[C:13]([NH:15][C@H:16]1[C@@H:19]([CH2:20][N:21]2[CH2:25][C@@H:24]([CH2:26][O:27]COCC[Si](C)(C)C)[O:23][C:22]2=[O:36])[N:18]([S:37]([OH:40])(=[O:39])=[O:38])[C:17]1=[O:41])=[O:14])([CH3:9])[CH3:8])(C)(C)C.C(O)(C(F)(F)F)=O. The catalyst is C(Cl)Cl. The product is [NH2:47][C:44]1[S:45][CH:46]=[C:42](/[C:12](=[N:11]/[O:10][C:7]([CH3:9])([CH3:8])[C:6]([OH:55])=[O:5])/[C:13]([NH:15][C@@H:16]2[C:17](=[O:41])[N:18]([S:37]([OH:40])(=[O:39])=[O:38])[C@@H:19]2[CH2:20][N:21]2[CH2:25][C@@H:24]([CH2:26][OH:27])[O:23][C:22]2=[O:36])=[O:14])[N:43]=1. The yield is 0.300.